From a dataset of Full USPTO retrosynthesis dataset with 1.9M reactions from patents (1976-2016). Predict the reactants needed to synthesize the given product. (1) Given the product [CH2:7]([O:9][C:10](=[O:14])[CH2:11][CH2:12][NH:13][CH2:2][C:3](=[O:4])[NH2:5])[CH3:8], predict the reactants needed to synthesize it. The reactants are: Cl[CH2:2][C:3]([NH2:5])=[O:4].Cl.[CH2:7]([O:9][C:10](=[O:14])[CH2:11][CH2:12][NH2:13])[CH3:8].C([O-])([O-])=O.[K+].[K+]. (2) Given the product [CH3:1][O:2][C:3](=[O:12])[CH2:4][C:5]1[S:6][CH:7]=[C:8]([CH2:10][C:13]#[N:14])[CH:9]=1, predict the reactants needed to synthesize it. The reactants are: [CH3:1][O:2][C:3](=[O:12])[CH2:4][C:5]1[S:6][CH:7]=[C:8]([CH2:10]Cl)[CH:9]=1.[C-:13]#[N:14].[K+].